The task is: Predict the reactants needed to synthesize the given product.. This data is from Full USPTO retrosynthesis dataset with 1.9M reactions from patents (1976-2016). (1) Given the product [Br:1][C:2]1[CH:3]=[C:4]2[C:9](=[CH:10][CH:11]=1)[CH:8]=[C:7]([O:20][CH2:19][C:14]1[CH:15]=[CH:16][CH:17]=[CH:18][N:13]=1)[CH:6]=[CH:5]2, predict the reactants needed to synthesize it. The reactants are: [Br:1][C:2]1[CH:3]=[C:4]2[C:9](=[CH:10][CH:11]=1)[C:8](O)=[CH:7][CH:6]=[CH:5]2.[N:13]1[CH:18]=[CH:17][CH:16]=[CH:15][C:14]=1[CH2:19][OH:20].C1(P(C2C=CC=CC=2)C2C=CC=CC=2)C=CC=CC=1.N(C(OC(C)C)=O)=NC(OC(C)C)=O. (2) Given the product [Cl:29][C:23]1[CH:24]=[CH:25][CH:26]=[C:27]([Cl:28])[C:22]=1[C:15]1[C:14]([CH2:13][O:12][C:7]2[CH:8]=[C:9]3[C:4](=[CH:5][CH:6]=2)[CH:3]=[C:2]([C:38]2[CH:46]=[CH:45][C:41]([C:42]([OH:44])=[O:43])=[CH:40][CH:39]=2)[CH:11]=[CH:10]3)=[C:18]([CH:19]([CH3:20])[CH3:21])[O:17][N:16]=1, predict the reactants needed to synthesize it. The reactants are: Br[C:2]1[CH:3]=[C:4]2[C:9](=[CH:10][CH:11]=1)[CH:8]=[C:7]([O:12][CH2:13][C:14]1[C:15]([C:22]3[C:27]([Cl:28])=[CH:26][CH:25]=[CH:24][C:23]=3[Cl:29])=[N:16][O:17][C:18]=1[CH:19]([CH3:21])[CH3:20])[CH:6]=[CH:5]2.C(=O)([O-])[O-].[Na+].[Na+].OB(O)[C:38]1[CH:46]=[CH:45][C:41]([C:42]([OH:44])=[O:43])=[CH:40][CH:39]=1.Cl.